Dataset: Experimentally validated miRNA-target interactions with 360,000+ pairs, plus equal number of negative samples. Task: Binary Classification. Given a miRNA mature sequence and a target amino acid sequence, predict their likelihood of interaction. (1) The miRNA is hsa-miR-20a-5p with sequence UAAAGUGCUUAUAGUGCAGGUAG. The protein sequence of the target gene is MWHSVGLTLLVFVATLLIVLLLMVCGWYFVWHLFLSKFKFLRELVGDTGSQEGDHEPSGSETEEDTSSSPHRIRSARQRRAPADEGHRPLT. Result: 1 (interaction). (2) The protein sequence of the target gene is MSAEKMTKLEENLQRAVALKKTVDRWRNFHIHCMWQTTLDQRRNLFAALRMKDTKEQELALSNKQLLVVRQAALHELFEKEYQQYQQELNQMGKAFYEERL. Result: 0 (no interaction). The miRNA is hsa-miR-6738-5p with sequence CGAGGGGUAGAAGAGCACAGGGG.